This data is from Catalyst prediction with 721,799 reactions and 888 catalyst types from USPTO. The task is: Predict which catalyst facilitates the given reaction. (1) Reactant: [Cl:1][C:2]1[C:3]([CH3:23])=[C:4]([S:8]([NH:11][C:12]2[S:13][CH:14]=[C:15]([CH2:17][CH2:18][NH:19][CH2:20][CH2:21][OH:22])[N:16]=2)(=[O:10])=[O:9])[CH:5]=[CH:6][CH:7]=1.C(=O)([O-])[O-].[Na+].[Na+].[O:30]1[CH:34]=[CH:33][CH:32]=[C:31]1[C:35](Cl)=[O:36].C(OCC)(=O)C. Product: [Cl:1][C:2]1[C:3]([CH3:23])=[C:4]([S:8]([NH:11][C:12]2[S:13][CH:14]=[C:15]([CH2:17][CH2:18][N:19]([CH2:20][CH2:21][OH:22])[C:35]([C:31]3[O:30][CH:34]=[CH:33][CH:32]=3)=[O:36])[N:16]=2)(=[O:9])=[O:10])[CH:5]=[CH:6][CH:7]=1. The catalyst class is: 1. (2) The catalyst class is: 17. Reactant: [Cl:1][C:2]1[CH:7]=[CH:6][CH:5]=[C:4]([CH3:8])[C:3]=1[N:9]=[C:10]=[O:11].[NH2:12][C:13]1[CH:18]=[C:17]([Cl:19])[CH:16]=[CH:15][C:14]=1[C:20]([NH:22][C@@H:23]([CH:28]1[CH2:33][CH2:32][CH2:31][CH2:30][CH2:29]1)[C:24]([O:26][CH3:27])=[O:25])=[O:21]. Product: [Cl:19][C:17]1[CH:16]=[CH:15][C:14]([C:20]([NH:22][C@@H:23]([CH:28]2[CH2:33][CH2:32][CH2:31][CH2:30][CH2:29]2)[C:24]([O:26][CH3:27])=[O:25])=[O:21])=[C:13]([NH:12][C:10]([NH:9][C:3]2[C:4]([CH3:8])=[CH:5][CH:6]=[CH:7][C:2]=2[Cl:1])=[O:11])[CH:18]=1. (3) Reactant: Br[C:2]1[C:3]2[N:4]([CH:14]=[CH:15][N:16]=2)[N:5]=[C:6]([C:8]2[CH:13]=[CH:12][CH:11]=[CH:10][CH:9]=2)[CH:7]=1.[CH3:17][C@H:18]1[CH2:22][CH2:21][CH2:20][N:19]1[C:23]1[N:28]=[C:27]([NH2:29])[CH:26]=[CH:25][CH:24]=1.C1C=CC(P(C2C(C3C(P(C4C=CC=CC=4)C4C=CC=CC=4)=CC=C4C=3C=CC=C4)=C3C(C=CC=C3)=CC=2)C2C=CC=CC=2)=CC=1.C([O-])([O-])=O.[Cs+].[Cs+]. Product: [CH3:17][C@H:18]1[CH2:22][CH2:21][CH2:20][N:19]1[C:23]1[N:28]=[C:27]([NH:29][C:2]2[C:3]3[N:4]([CH:14]=[CH:15][N:16]=3)[N:5]=[C:6]([C:8]3[CH:13]=[CH:12][CH:11]=[CH:10][CH:9]=3)[CH:7]=2)[CH:26]=[CH:25][CH:24]=1. The catalyst class is: 62. (4) Reactant: C(OC([N:8]1[CH2:14][CH2:13][CH2:12][C:11]2[CH:15]=[C:16]([O:19][CH2:20][CH2:21][N:22]3[CH2:27][CH2:26][CH2:25][CH2:24][CH2:23]3)[CH:17]=[CH:18][C:10]=2[CH2:9]1)=O)(C)(C)C.[ClH:28].O1CCOCC1. Product: [ClH:28].[ClH:28].[N:22]1([CH2:21][CH2:20][O:19][C:16]2[CH:17]=[CH:18][C:10]3[CH2:9][NH:8][CH2:14][CH2:13][CH2:12][C:11]=3[CH:15]=2)[CH2:23][CH2:24][CH2:25][CH2:26][CH2:27]1. The catalyst class is: 2. (5) Reactant: [F-].C([N+](CCCC)(CCCC)CCCC)CCC.[Si]([O:26][CH2:27][CH2:28][N:29]1[CH:33]=[CH:32][N:31]=[C:30]1[CH2:34][CH2:35][C:36]([N:38]1[CH2:43][CH2:42][CH:41]([N:44]([CH3:46])[CH3:45])[CH2:40][CH2:39]1)=[O:37])(C(C)(C)C)(C)C. Product: [CH3:46][N:44]([CH3:45])[CH:41]1[CH2:42][CH2:43][N:38]([C:36](=[O:37])[CH2:35][CH2:34][C:30]2[N:29]([CH2:28][CH2:27][OH:26])[CH:33]=[CH:32][N:31]=2)[CH2:39][CH2:40]1. The catalyst class is: 7. (6) Reactant: [O:1]1[CH2:6][CH2:5][N:4]([CH2:7][CH2:8][O:9][C:10]2[CH:15]=[CH:14][C:13]([N:16]3[C:21](=[O:22])[CH:20]=[CH:19][C:18]4[C:23]([C:29]5[CH:34]=[CH:33][CH:32]=[CH:31][CH:30]=5)=[C:24]([C:26]([NH2:28])=O)[S:25][C:17]3=4)=[CH:12][CH:11]=2)[CH2:3][CH2:2]1.N1C=CC=CC=1.FC(F)(F)C(OC(=O)C(F)(F)F)=O. Product: [O:1]1[CH2:2][CH2:3][N:4]([CH2:7][CH2:8][O:9][C:10]2[CH:11]=[CH:12][C:13]([N:16]3[C:21](=[O:22])[CH:20]=[CH:19][C:18]4[C:23]([C:29]5[CH:30]=[CH:31][CH:32]=[CH:33][CH:34]=5)=[C:24]([C:26]#[N:28])[S:25][C:17]3=4)=[CH:14][CH:15]=2)[CH2:5][CH2:6]1. The catalyst class is: 2. (7) Reactant: [Cl:1][C:2]1[CH:10]=[CH:9][CH:8]=[C:7]2[C:3]=1[CH:4]=[CH:5][N:6]2[CH2:11][CH2:12][O:13][CH:14]1[CH2:16][CH2:15]1.[F:17][C:18]([F:29])([F:28])[C:19](O[C:19](=[O:20])[C:18]([F:29])([F:28])[F:17])=[O:20]. Product: [Cl:1][C:2]1[CH:10]=[CH:9][CH:8]=[C:7]2[C:3]=1[C:4]([C:19](=[O:20])[C:18]([F:29])([F:28])[F:17])=[CH:5][N:6]2[CH2:11][CH2:12][O:13][CH:14]1[CH2:16][CH2:15]1. The catalyst class is: 23. (8) Product: [C:1]([N:8]1[CH2:12][C@@H:11]([N:13]([C:22](=[O:24])[CH3:23])[CH:14]2[CH2:19][CH2:18][C:17]([CH3:21])([CH3:20])[CH2:16][CH2:15]2)[CH2:10][C@H:9]1[C:25]([OH:27])=[O:26])([O:3][C:4]([CH3:7])([CH3:6])[CH3:5])=[O:2]. The catalyst class is: 24. Reactant: [C:1]([N:8]1[CH2:12][C@@H:11]([N:13]([C:22](=[O:24])[CH3:23])[CH:14]2[CH2:19][CH2:18][C:17]([CH3:21])([CH3:20])[CH2:16][CH2:15]2)[CH2:10][C@H:9]1[C:25]([O:27]C)=[O:26])([O:3][C:4]([CH3:7])([CH3:6])[CH3:5])=[O:2].[Li+].[OH-].